The task is: Regression. Given a peptide amino acid sequence and an MHC pseudo amino acid sequence, predict their binding affinity value. This is MHC class II binding data.. This data is from Peptide-MHC class II binding affinity with 134,281 pairs from IEDB. (1) The peptide sequence is GFIGFCKSMGSKCVR. The MHC is DRB1_0101 with pseudo-sequence DRB1_0101. The binding affinity (normalized) is 1.00. (2) The peptide sequence is KNYEHIAAYHFDLSG. The MHC is HLA-DPA10201-DPB10501 with pseudo-sequence HLA-DPA10201-DPB10501. The binding affinity (normalized) is 0.344.